Regression. Given two drug SMILES strings and cell line genomic features, predict the synergy score measuring deviation from expected non-interaction effect. From a dataset of NCI-60 drug combinations with 297,098 pairs across 59 cell lines. (1) Drug 1: COC1=C(C=C2C(=C1)N=CN=C2NC3=CC(=C(C=C3)F)Cl)OCCCN4CCOCC4. Drug 2: C1CCC(CC1)NC(=O)N(CCCl)N=O. Cell line: SF-295. Synergy scores: CSS=36.0, Synergy_ZIP=-1.80, Synergy_Bliss=-1.52, Synergy_Loewe=0.317, Synergy_HSA=1.28. (2) Drug 1: CC12CCC(CC1=CCC3C2CCC4(C3CC=C4C5=CN=CC=C5)C)O. Drug 2: CC1=C(C(CCC1)(C)C)C=CC(=CC=CC(=CC(=O)O)C)C. Cell line: A549. Synergy scores: CSS=18.2, Synergy_ZIP=-3.08, Synergy_Bliss=1.07, Synergy_Loewe=-0.746, Synergy_HSA=3.04.